From a dataset of Reaction yield outcomes from USPTO patents with 853,638 reactions. Predict the reaction yield, written as a fraction of the theoretical maximum amount of product (1.0 means a 100% yield; for example, 0.34 means a 34% yield). (1) The product is [CH2:22]([N:13]1[CH2:14][CH:15]=[C:10]([CH:8]([OH:9])[CH2:7][C:6]2[CH:5]=[CH:4][S:3][C:2]=2[F:1])[CH2:11][CH2:12]1)[C:16]1[CH:21]=[CH:20][CH:19]=[CH:18][CH:17]=1. The catalyst is C(Br)C1C=CC=CC=1. The yield is 0.880. The reactants are [F:1][C:2]1[S:3][CH:4]=[CH:5][C:6]=1[CH2:7][C:8]([C:10]1[CH:15]=[CH:14][N:13]=[CH:12][CH:11]=1)=[O:9].[C:16]1([CH3:22])[CH:21]=[CH:20][CH:19]=[CH:18][CH:17]=1. (2) The reactants are [NH2:1][C:2]1[C:10]2[C:5](=[N:6][CH:7]=[C:8]([Br:26])[C:9]=2[N:11]2[CH2:16][CH2:15][CH2:14][C@@H:13]([N:17]([CH3:25])[C:18](=[O:24])[O:19][C:20]([CH3:23])([CH3:22])[CH3:21])[CH2:12]2)[NH:4][CH:3]=1.N1C=CC=CC=1.[CH:33]1([C:36]([Cl:38])=[O:37])[CH2:35][CH2:34]1.O[Li].O. The product is [ClH:38].[Br:26][C:8]1[C:9]([N:11]2[CH2:16][CH2:15][CH2:14][C@@H:13]([N:17]([CH3:25])[C:18](=[O:24])[O:19][C:20]([CH3:21])([CH3:22])[CH3:23])[CH2:12]2)=[C:10]2[C:2]([NH:1][C:36]([CH:33]3[CH2:35][CH2:34]3)=[O:37])=[CH:3][NH:4][C:5]2=[N:6][CH:7]=1. The catalyst is CN1C(=O)CCC1.CCOC(C)=O.CC#N.O. The yield is 0.360.